This data is from Catalyst prediction with 721,799 reactions and 888 catalyst types from USPTO. The task is: Predict which catalyst facilitates the given reaction. (1) Reactant: [Br:1][C:2]1[C:9]([OH:10])=[C:8]([O:11][CH3:12])[CH:7]=[CH:6][C:3]=1[CH:4]=[O:5].[OH-].[K+].F[C:16]1[CH:21]=[CH:20][C:19]([N+:22]([O-:24])=[O:23])=[CH:18][CH:17]=1. Product: [Br:1][C:2]1[C:9]([O:10][C:16]2[CH:21]=[CH:20][C:19]([N+:22]([O-:24])=[O:23])=[CH:18][CH:17]=2)=[C:8]([O:11][CH3:12])[CH:7]=[CH:6][C:3]=1[CH:4]=[O:5]. The catalyst class is: 58. (2) Reactant: [N+:1]([C:4]1[N:9]=[CH:8][C:7]([N:10]2[CH2:14][CH2:13][C:12]([CH3:16])([OH:15])[CH2:11]2)=[CH:6][CH:5]=1)([O-])=O. Product: [CH3:16][C:12]1([OH:15])[CH2:13][CH2:14][N:10]([C:7]2[CH:8]=[N:9][C:4]([NH2:1])=[CH:5][CH:6]=2)[CH2:11]1. The catalyst class is: 29.